This data is from Forward reaction prediction with 1.9M reactions from USPTO patents (1976-2016). The task is: Predict the product of the given reaction. (1) Given the reactants [F:1][C:2]1[C:7]2[CH2:8][CH2:9][C:10]3[CH:15]=[CH:14][N:13]=[CH:12][C:11]=3[CH:16]([N:17]=[C:18]=[S:19])[C:6]=2[CH:5]=[CH:4][CH:3]=1.[Cl:20][C:21]1[CH:22]=[C:23]([N:29]([CH3:35])[C:30]([CH:32]2[CH2:34][CH2:33]2)=[O:31])[CH:24]=[N:25][C:26]=1[NH:27][NH2:28], predict the reaction product. The product is: [Cl:20][C:21]1[CH:22]=[C:23]([N:29]([CH3:35])[C:30]([CH:32]2[CH2:33][CH2:34]2)=[O:31])[CH:24]=[N:25][C:26]=1[NH:27][NH:28][C:18]([NH:17][CH:16]1[C:11]2[CH:12]=[N:13][CH:14]=[CH:15][C:10]=2[CH2:9][CH2:8][C:7]2[C:2]([F:1])=[CH:3][CH:4]=[CH:5][C:6]1=2)=[S:19]. (2) The product is: [Br:22][C:23]1[CH:31]=[CH:30][CH:29]=[CH:28][C:24]=1[C:25]([NH:14][C:11]1[CH:12]=[CH:13][N:9]([C:3]2[CH:4]=[CH:5][CH:6]=[C:7]([F:8])[C:2]=2[F:1])[N:10]=1)=[O:26]. Given the reactants [F:1][C:2]1[C:7]([F:8])=[CH:6][CH:5]=[CH:4][C:3]=1[N:9]1[CH:13]=[CH:12][C:11]([NH2:14])=[N:10]1.C(N(CC)CC)C.[Br:22][C:23]1[CH:31]=[CH:30][CH:29]=[CH:28][C:24]=1[C:25](Cl)=[O:26], predict the reaction product. (3) The product is: [F:1][C:2]1[CH:3]=[C:4]([CH:24]=[C:25]([F:27])[CH:26]=1)[C:5]([N:7]=[C:8]1[N:12]([CH:13]([CH3:19])[C:14]([OH:16])=[O:15])[C:11]2[CH:20]=[CH:21][CH:22]=[CH:23][C:10]=2[S:9]1)=[O:6]. Given the reactants [F:1][C:2]1[CH:3]=[C:4]([CH:24]=[C:25]([F:27])[CH:26]=1)[C:5]([N:7]=[C:8]1[N:12]([CH:13]([CH3:19])[C:14]([O:16]CC)=[O:15])[C:11]2[CH:20]=[CH:21][CH:22]=[CH:23][C:10]=2[S:9]1)=[O:6].O1CCCC1.[OH-].[Na+], predict the reaction product. (4) The product is: [CH3:13][C:10]1[N:9]=[C:8]([C:5]2[N:4]=[N:3][C:2]([N:14]3[CH2:18][CH2:17][C:16]4([C:26]5[C:21](=[CH:22][CH:23]=[CH:24][CH:25]=5)[NH:20][C:19]4=[O:27])[CH2:15]3)=[CH:7][CH:6]=2)[O:12][N:11]=1. Given the reactants Cl[C:2]1[N:3]=[N:4][C:5]([C:8]2[O:12][N:11]=[C:10]([CH3:13])[N:9]=2)=[CH:6][CH:7]=1.[NH:14]1[CH2:18][CH2:17][C:16]2([C:26]3[C:21](=[CH:22][CH:23]=[CH:24][CH:25]=3)[NH:20][C:19]2=[O:27])[CH2:15]1.C(=O)([O-])[O-].[K+].[K+], predict the reaction product. (5) Given the reactants [CH2:1]([O:5][C:6]1[CH:7]=[C:8]([CH:18]=[CH:19][CH:20]=1)[O:9][C:10]1[CH:17]=[CH:16][C:13]([C:14]#[N:15])=[CH:12][CH:11]=1)[CH2:2][CH2:3][CH3:4].C1COCC1.[H-].[Al+3].[Li+].[H-].[H-].[H-].[OH-].[Na+], predict the reaction product. The product is: [CH2:1]([O:5][C:6]1[CH:7]=[C:8]([CH:18]=[CH:19][CH:20]=1)[O:9][C:10]1[CH:11]=[CH:12][C:13]([CH2:14][NH2:15])=[CH:16][CH:17]=1)[CH2:2][CH2:3][CH3:4]. (6) Given the reactants S(C1C=CC(C)=CC=1)([O-])(=O)=O.[CH3:12][C:13]1[S:14][C:15]2[CH:22]=[C:21](S(O)(=O)=O)[CH:20]=[CH:19][C:16]=2[N+:17]=1[CH3:18].Cl[C:28](=[O:36])[CH2:29][CH2:30][CH2:31][C:32]([O:34][CH3:35])=[O:33], predict the reaction product. The product is: [CH3:35][O:34][C:32]([CH2:31][CH2:30][CH2:29][C:28](=[O:36])[CH:12]=[C:13]1[N:17]([CH3:18])[C:16]2[CH:19]=[CH:20][CH:21]=[CH:22][C:15]=2[S:14]1)=[O:33]. (7) The product is: [CH2:1]([O:8][C:9]1[CH:19]=[CH:18][C:12]([O:13][CH2:14][CH:15]([OH:17])[CH2:16][N:35]2[CH2:34][CH2:33][N:32]([C:25]3[CH:26]=[CH:27][C:28]([O:30][CH3:31])=[CH:29][C:24]=3[O:23][CH3:22])[CH2:37][CH2:36]2)=[CH:11][CH:10]=1)[C:2]1[CH:7]=[CH:6][CH:5]=[CH:4][CH:3]=1. Given the reactants [CH2:1]([O:8][C:9]1[CH:19]=[CH:18][C:12]([O:13][CH2:14][CH:15]2[O:17][CH2:16]2)=[CH:11][CH:10]=1)[C:2]1[CH:7]=[CH:6][CH:5]=[CH:4][CH:3]=1.Cl.Cl.[CH3:22][O:23][C:24]1[CH:29]=[C:28]([O:30][CH3:31])[CH:27]=[CH:26][C:25]=1[N:32]1[CH2:37][CH2:36][NH:35][CH2:34][CH2:33]1.C(N(CC)CC)C, predict the reaction product.